This data is from Forward reaction prediction with 1.9M reactions from USPTO patents (1976-2016). The task is: Predict the product of the given reaction. Given the reactants [F:1][C:2]([F:12])([F:11])[C:3]1[CH:8]=[CH:7][C:6]([CH2:9][OH:10])=[CH:5][CH:4]=1.[Cl:13][C:14]([Cl:38])([Cl:37])[CH2:15][O:16][C:17](=[O:36])[C:18]1[CH:23]=[CH:22][CH:21]=[CH:20][C:19]=1[CH2:24][S:25][C:26]1[CH:31]=[CH:30][CH:29]=[C:28]([CH2:32][C:33](O)=[O:34])[CH:27]=1, predict the reaction product. The product is: [Cl:38][C:14]([Cl:13])([Cl:37])[CH2:15][O:16][C:17](=[O:36])[C:18]1[CH:23]=[CH:22][CH:21]=[CH:20][C:19]=1[CH2:24][S:25][C:26]1[CH:31]=[CH:30][CH:29]=[C:28]([CH2:32][C:33]([O:10][CH2:9][C:6]2[CH:5]=[CH:4][C:3]([C:2]([F:11])([F:12])[F:1])=[CH:8][CH:7]=2)=[O:34])[CH:27]=1.